Dataset: Reaction yield outcomes from USPTO patents with 853,638 reactions. Task: Predict the reaction yield, written as a fraction of the theoretical maximum amount of product (1.0 means a 100% yield; for example, 0.34 means a 34% yield). (1) The reactants are Br[C:2]1[S:6][C:5]([C:7]([NH:9][C:10]2[CH:15]=[CH:14][C:13]([O:16][CH3:17])=[C:12]([NH:18][C:19](=[O:27])[CH2:20][N:21]3[CH2:26][CH2:25][O:24][CH2:23][CH2:22]3)[CH:11]=2)=[O:8])=[CH:4][CH:3]=1.[CH3:28][O:29][C:30]1[CH:35]=[CH:34][C:33](B(O)O)=[CH:32][CH:31]=1.C(=O)([O-])[O-].[Na+].[Na+]. The catalyst is O1CCOCC1. The product is [CH3:17][O:16][C:13]1[CH:14]=[CH:15][C:10]([NH:9][C:7]([C:5]2[S:6][C:2]([C:33]3[CH:34]=[CH:35][C:30]([O:29][CH3:28])=[CH:31][CH:32]=3)=[CH:3][CH:4]=2)=[O:8])=[CH:11][C:12]=1[NH:18][C:19](=[O:27])[CH2:20][N:21]1[CH2:26][CH2:25][O:24][CH2:23][CH2:22]1. The yield is 0.400. (2) The reactants are [F:1][C:2]([F:7])([F:6])[C:3]([OH:5])=[O:4].FC(F)(F)C(O)=O.[Cl:15][C:16]1[CH:17]=[N:18][C:19]2[NH:20][C:21]3[CH:22]=[CH:23][CH:24]=[C:25]([CH:38]=3)[CH2:26][CH2:27][C:28]3[CH:36]=[C:32]([NH:33][C:34]=1[N:35]=2)[CH:31]=[C:30]([NH2:37])[CH:29]=3.[N:39]1[CH:44]=[CH:43][CH:42]=[CH:41][C:40]=1[C:45](Cl)=[O:46]. No catalyst specified. The product is [F:1][C:2]([F:7])([F:6])[C:3]([OH:5])=[O:4].[Cl:15][C:16]1[CH:17]=[N:18][C:19]2[NH:20][C:21]3[CH:22]=[CH:23][CH:24]=[C:25]([CH:38]=3)[CH2:26][CH2:27][C:28]3[CH:36]=[C:32]([NH:33][C:34]=1[N:35]=2)[CH:31]=[C:30]([NH:37][C:45]([C:40]1[CH:41]=[CH:42][CH:43]=[CH:44][N:39]=1)=[O:46])[CH:29]=3. The yield is 0.350.